Dataset: NCI-60 drug combinations with 297,098 pairs across 59 cell lines. Task: Regression. Given two drug SMILES strings and cell line genomic features, predict the synergy score measuring deviation from expected non-interaction effect. (1) Synergy scores: CSS=19.6, Synergy_ZIP=-3.17, Synergy_Bliss=1.69, Synergy_Loewe=-6.65, Synergy_HSA=0.871. Cell line: OVCAR-5. Drug 1: CC(CN1CC(=O)NC(=O)C1)N2CC(=O)NC(=O)C2. Drug 2: CN(C)N=NC1=C(NC=N1)C(=O)N. (2) Drug 1: C1CNP(=O)(OC1)N(CCCl)CCCl. Drug 2: CC1CCCC2(C(O2)CC(NC(=O)CC(C(C(=O)C(C1O)C)(C)C)O)C(=CC3=CSC(=N3)C)C)C. Cell line: SR. Synergy scores: CSS=62.5, Synergy_ZIP=3.58, Synergy_Bliss=3.39, Synergy_Loewe=-9.99, Synergy_HSA=1.33. (3) Drug 1: CN1CCC(CC1)COC2=C(C=C3C(=C2)N=CN=C3NC4=C(C=C(C=C4)Br)F)OC. Drug 2: CC(CN1CC(=O)NC(=O)C1)N2CC(=O)NC(=O)C2. Cell line: SK-MEL-28. Synergy scores: CSS=10.8, Synergy_ZIP=-0.691, Synergy_Bliss=3.42, Synergy_Loewe=-0.441, Synergy_HSA=0.315. (4) Drug 2: CC12CCC3C(C1CCC2O)C(CC4=C3C=CC(=C4)O)CCCCCCCCCS(=O)CCCC(C(F)(F)F)(F)F. Synergy scores: CSS=1.02, Synergy_ZIP=1.35, Synergy_Bliss=2.77, Synergy_Loewe=-1.65, Synergy_HSA=-0.631. Drug 1: CC1=C(C=C(C=C1)NC2=NC=CC(=N2)N(C)C3=CC4=NN(C(=C4C=C3)C)C)S(=O)(=O)N.Cl. Cell line: A498. (5) Drug 1: CC1=C2C(C(=O)C3(C(CC4C(C3C(C(C2(C)C)(CC1OC(=O)C(C(C5=CC=CC=C5)NC(=O)OC(C)(C)C)O)O)OC(=O)C6=CC=CC=C6)(CO4)OC(=O)C)OC)C)OC. Drug 2: C1=CC(=C2C(=C1NCCNCCO)C(=O)C3=C(C=CC(=C3C2=O)O)O)NCCNCCO. Cell line: OVCAR-8. Synergy scores: CSS=74.5, Synergy_ZIP=2.53, Synergy_Bliss=0.834, Synergy_Loewe=2.59, Synergy_HSA=6.39. (6) Drug 2: CC(C)NC(=O)C1=CC=C(C=C1)CNNC.Cl. Drug 1: CC1CCC2CC(C(=CC=CC=CC(CC(C(=O)C(C(C(=CC(C(=O)CC(OC(=O)C3CCCCN3C(=O)C(=O)C1(O2)O)C(C)CC4CCC(C(C4)OC)O)C)C)O)OC)C)C)C)OC. Synergy scores: CSS=32.7, Synergy_ZIP=0.802, Synergy_Bliss=-0.874, Synergy_Loewe=-37.2, Synergy_HSA=-3.00. Cell line: MOLT-4. (7) Drug 1: C1=CN(C=N1)CC(O)(P(=O)(O)O)P(=O)(O)O. Drug 2: CN(CC1=CN=C2C(=N1)C(=NC(=N2)N)N)C3=CC=C(C=C3)C(=O)NC(CCC(=O)O)C(=O)O. Cell line: SN12C. Synergy scores: CSS=14.7, Synergy_ZIP=-9.55, Synergy_Bliss=-0.688, Synergy_Loewe=-22.6, Synergy_HSA=0.813. (8) Drug 1: CN1C2=C(C=C(C=C2)N(CCCl)CCCl)N=C1CCCC(=O)O.Cl. Drug 2: CC(C)(C#N)C1=CC(=CC(=C1)CN2C=NC=N2)C(C)(C)C#N. Cell line: HS 578T. Synergy scores: CSS=-0.539, Synergy_ZIP=-2.44, Synergy_Bliss=-7.57, Synergy_Loewe=-4.46, Synergy_HSA=-7.89.